From a dataset of Full USPTO retrosynthesis dataset with 1.9M reactions from patents (1976-2016). Predict the reactants needed to synthesize the given product. (1) Given the product [CH3:1][O:2][C:3]1[CH:4]=[C:5]([C:13]2[N:14]=[C:15]([NH:18][C:36]([C:33]3[N:34]=[CH:35][C:30]([N:27]4[CH2:28][CH2:29][CH:24]([C:22]([O:21][CH2:19][CH3:20])=[O:23])[CH2:25][CH2:26]4)=[N:31][CH:32]=3)=[O:37])[S:16][CH:17]=2)[CH:6]=[C:7]([C:9]([F:11])([F:12])[F:10])[CH:8]=1, predict the reactants needed to synthesize it. The reactants are: [CH3:1][O:2][C:3]1[CH:4]=[C:5]([C:13]2[N:14]=[C:15]([NH2:18])[S:16][CH:17]=2)[CH:6]=[C:7]([C:9]([F:12])([F:11])[F:10])[CH:8]=1.[CH2:19]([O:21][C:22]([CH:24]1[CH2:29][CH2:28][N:27]([C:30]2[N:31]=[CH:32][C:33]([C:36](O)=[O:37])=[N:34][CH:35]=2)[CH2:26][CH2:25]1)=[O:23])[CH3:20].F[B-](F)(F)F.N1(OC(N(C)C)=[N+](C)C)C2C=CC=CC=2N=N1.C(N(C(C)C)CC)(C)C. (2) The reactants are: Br[CH2:2][C:3]([C:5]1[CH:6]=[CH:7][C:8]([N:11]2[N:15]=[CH:14][CH:13]=[N:12]2)=[N:9][CH:10]=1)=O.[NH2:16][C:17]1[CH:22]=[CH:21][C:20]([I:23])=[CH:19][N:18]=1. Given the product [I:23][C:20]1[CH:21]=[CH:22][C:17]2[N:18]([CH:2]=[C:3]([C:5]3[CH:6]=[CH:7][C:8]([N:11]4[N:15]=[CH:14][CH:13]=[N:12]4)=[N:9][CH:10]=3)[N:16]=2)[CH:19]=1, predict the reactants needed to synthesize it. (3) Given the product [Cl:16][C:3]1[N:4]=[CH:5][C:6]([C:8]2[CH:13]=[CH:12][CH:11]=[CH:10][N:9]=2)=[CH:7][N:2]=1, predict the reactants needed to synthesize it. The reactants are: C[N:2]1[CH:7]=[C:6]([C:8]2[CH:13]=[CH:12][CH:11]=[CH:10][N:9]=2)[CH:5]=[N:4][C:3]1=O.P(Cl)(Cl)(Cl)(Cl)[Cl:16].P(Cl)(Cl)(Cl)=O.C([O-])([O-])=O.[Na+].[Na+].